Dataset: Forward reaction prediction with 1.9M reactions from USPTO patents (1976-2016). Task: Predict the product of the given reaction. (1) Given the reactants [C:1]([C:3]1[CH:4]=[C:5]([CH:19]=[C:20]([CH:24]([CH3:26])[CH3:25])[C:21]=1[O:22]C)[C:6]([N:8]1[C:12]2[CH:13]=[CH:14][CH:15]=[CH:16][C:11]=2[S:10](=[O:18])(=[O:17])[CH2:9]1)=[O:7])#[N:2].[Cl-].[Li+].Cl, predict the reaction product. The product is: [C:1]([C:3]1[CH:4]=[C:5]([CH:19]=[C:20]([CH:24]([CH3:26])[CH3:25])[C:21]=1[OH:22])[C:6]([N:8]1[C:12]2[CH:13]=[CH:14][CH:15]=[CH:16][C:11]=2[S:10](=[O:18])(=[O:17])[CH2:9]1)=[O:7])#[N:2]. (2) Given the reactants [Cl:1][C:2]1[S:6][C:5]([CH2:7][C:8]([O:10][CH2:11][CH3:12])=[O:9])=[C:4]([N+:13]([O-])=O)[CH:3]=1.[NH4+].[Cl-], predict the reaction product. The product is: [NH2:13][C:4]1[CH:3]=[C:2]([Cl:1])[S:6][C:5]=1[CH2:7][C:8]([O:10][CH2:11][CH3:12])=[O:9]. (3) Given the reactants [NH2:1][C:2]1[CH:20]=[CH:19][C:5]2[N:6]([C:10]3[CH:15]=[CH:14][C:13]([O:16][CH2:17][CH3:18])=[CH:12][CH:11]=3)[CH:7]=[N+:8]([O-:9])[C:4]=2[CH:3]=1.[CH2:21]([C:23]1[CH:30]=[CH:29][C:26]([CH:27]=O)=[CH:25][CH:24]=1)[CH3:22].[BH4-].[Na+], predict the reaction product. The product is: [CH2:17]([O:16][C:13]1[CH:12]=[CH:11][C:10]([N:6]2[C:5]3[CH:19]=[CH:20][C:2]([NH:1][CH2:27][C:26]4[CH:29]=[CH:30][C:23]([CH2:21][CH3:22])=[CH:24][CH:25]=4)=[CH:3][C:4]=3[N+:8]([O-:9])=[CH:7]2)=[CH:15][CH:14]=1)[CH3:18]. (4) Given the reactants [F:1][C:2]([F:27])([F:26])[CH2:3][N:4]1[C:8]2[N:9]=[C:10]([C:19]3[CH:25]=[CH:24][C:22]([NH2:23])=[CH:21][CH:20]=3)[N:11]=[C:12]([N:13]3[CH2:18][CH2:17][O:16][CH2:15][CH2:14]3)[C:7]=2[CH:6]=[CH:5]1.ClC(Cl)(O[C:32](=[O:38])OC(Cl)(Cl)Cl)Cl.[F:40][C:41]1[CH:47]=[CH:46][C:44]([NH2:45])=[CH:43][CH:42]=1, predict the reaction product. The product is: [F:40][C:41]1[CH:47]=[CH:46][C:44]([NH:45][C:32]([NH:23][C:22]2[CH:24]=[CH:25][C:19]([C:10]3[N:11]=[C:12]([N:13]4[CH2:18][CH2:17][O:16][CH2:15][CH2:14]4)[C:7]4[CH:6]=[CH:5][N:4]([CH2:3][C:2]([F:26])([F:1])[F:27])[C:8]=4[N:9]=3)=[CH:20][CH:21]=2)=[O:38])=[CH:43][CH:42]=1. (5) Given the reactants [CH2:1]1[C:14]2[C:13]3[CH:12]=[CH:11][CH:10]=[CH:9][C:8]=3[NH:7][C:6]=2[CH:5]2[CH2:15][CH2:16][N:2]1[CH2:3][CH2:4]2.Br[C:18]1[CH:19]=[C:20]2[C:25](=[CH:26][CH:27]=1)[CH2:24][N:23]([C:28]([O:30][C:31]([CH3:34])([CH3:33])[CH3:32])=[O:29])[CH2:22][CH2:21]2, predict the reaction product. The product is: [CH2:1]1[C:14]2[C:13]3[CH:12]=[CH:11][CH:10]=[CH:9][C:8]=3[N:7]([C:18]3[CH:19]=[C:20]4[C:25](=[CH:26][CH:27]=3)[CH2:24][N:23]([C:28]([O:30][C:31]([CH3:34])([CH3:33])[CH3:32])=[O:29])[CH2:22][CH2:21]4)[C:6]=2[CH:5]2[CH2:4][CH2:3][N:2]1[CH2:16][CH2:15]2. (6) Given the reactants Br[C:2]1[C:10]2[C:9](=[O:11])[N:8]([CH3:12])[C:7](=[O:13])[N:6]([CH2:14][CH:15]([CH3:17])[CH3:16])[C:5]=2[S:4][C:3]=1[CH2:18][C:19]1[CH:24]=[CH:23][CH:22]=[CH:21][C:20]=1[C:25]([F:28])([F:27])[F:26].CC[Mg+].[Br-].[F:33][C:34]1[CH:41]=[CH:40][CH:39]=[CH:38][C:35]=1[CH:36]=[O:37], predict the reaction product. The product is: [F:33][C:34]1[CH:41]=[CH:40][CH:39]=[CH:38][C:35]=1[CH:36]([OH:37])[C:2]1[C:10]2[C:9](=[O:11])[N:8]([CH3:12])[C:7](=[O:13])[N:6]([CH2:14][CH:15]([CH3:17])[CH3:16])[C:5]=2[S:4][C:3]=1[CH2:18][C:19]1[CH:24]=[CH:23][CH:22]=[CH:21][C:20]=1[C:25]([F:28])([F:27])[F:26]. (7) The product is: [CH3:21][C:5]([O:14][C:15]1[CH:16]=[CH:17][CH:18]=[CH:19][CH:20]=1)([CH2:6][C:7]1[CH:8]=[CH:9][C:10]([O:13][CH2:41][CH2:40][C:25]2[N:26]=[C:27]([C:29]3[CH:34]=[CH:33][CH:32]=[C:31]([C:35]4[CH:39]=[CH:38][S:37][CH:36]=4)[CH:30]=3)[O:28][C:24]=2[CH3:23])=[CH:11][CH:12]=1)[C:4]([OH:3])=[O:22]. Given the reactants C([O:3][C:4](=[O:22])[C:5]([CH3:21])([O:14][C:15]1[CH:20]=[CH:19][CH:18]=[CH:17][CH:16]=1)[CH2:6][C:7]1[CH:12]=[CH:11][C:10]([OH:13])=[CH:9][CH:8]=1)C.[CH3:23][C:24]1[O:28][C:27]([C:29]2[CH:34]=[CH:33][CH:32]=[C:31]([C:35]3[CH:39]=[CH:38][S:37][CH:36]=3)[CH:30]=2)=[N:26][C:25]=1[CH2:40][CH2:41]OS(C1C=CC(C)=CC=1)(=O)=O.C([O-])([O-])=O.[Cs+].[Cs+], predict the reaction product.